Dataset: Reaction yield outcomes from USPTO patents with 853,638 reactions. Task: Predict the reaction yield, written as a fraction of the theoretical maximum amount of product (1.0 means a 100% yield; for example, 0.34 means a 34% yield). (1) The reactants are [NH2:1][C:2]1[CH:7]=[CH:6][C:5]([NH:8][S:9]([CH3:12])(=[O:11])=[O:10])=[CH:4][C:3]=1[S:13]([NH2:16])(=[O:15])=[O:14].Cl[C:18](=[O:25])[CH2:19][C:20]([O:22][CH2:23][CH3:24])=[O:21]. The catalyst is CN(C)C(=O)C.C(OCC)C.C(OCC)(=O)C. The product is [CH2:23]([O:22][C:20](=[O:21])[CH2:19][C:18]([NH:1][C:2]1[CH:7]=[CH:6][C:5]([NH:8][S:9]([CH3:12])(=[O:10])=[O:11])=[CH:4][C:3]=1[S:13](=[O:14])(=[O:15])[NH2:16])=[O:25])[CH3:24]. The yield is 0.974. (2) The product is [CH3:22][O:12][C:11](=[O:13])[C@H:9]([CH3:10])[N:8]([C:14]1[CH:15]=[C:16]([F:21])[CH:17]=[C:18]([F:20])[CH:19]=1)[C:6]([O:5][C:1]([CH3:2])([CH3:3])[CH3:4])=[O:7]. The catalyst is C1COCC1.C(OCC)(=O)C. The reactants are [C:1]([O:5][C:6]([N:8]([C:14]1[CH:19]=[C:18]([F:20])[CH:17]=[C:16]([F:21])[CH:15]=1)[C@H:9]([C:11]([OH:13])=[O:12])[CH3:10])=[O:7])([CH3:4])([CH3:3])[CH3:2].[C:22]([O-])([O-])=O.[K+].[K+].COS(OC)(=O)=O.CCCCCCC. The yield is 0.850. (3) The reactants are [ClH:1].[F:2][C:3]([F:34])([F:33])[C:4]1[CH:5]=[C:6]([CH:26]=[C:27]([C:29]([F:32])([F:31])[F:30])[CH:28]=1)[CH2:7][N:8]([CH3:25])[C:9]([C@@H:11]1[CH2:16][CH2:15][NH:14][CH2:13][C@H:12]1[C:17]1[CH:22]=[CH:21][C:20]([F:23])=[CH:19][C:18]=1[CH3:24])=[O:10].I[CH2:36][CH2:37][OH:38].C([O-])([O-])=O.[K+].[K+].Cl.C(OCC)(=O)C. The catalyst is CN(C=O)C.O. The product is [ClH:1].[F:34][C:3]([F:2])([F:33])[C:4]1[CH:5]=[C:6]([CH:26]=[C:27]([C:29]([F:30])([F:31])[F:32])[CH:28]=1)[CH2:7][N:8]([CH3:25])[C:9]([C@@H:11]1[CH2:16][CH2:15][N:14]([CH2:36][CH2:37][OH:38])[CH2:13][C@H:12]1[C:17]1[CH:22]=[CH:21][C:20]([F:23])=[CH:19][C:18]=1[CH3:24])=[O:10]. The yield is 0.530.